Predict the reaction yield, written as a fraction of the theoretical maximum amount of product (1.0 means a 100% yield; for example, 0.34 means a 34% yield). From a dataset of Reaction yield outcomes from USPTO patents with 853,638 reactions. (1) The reactants are [C:1]([NH:8][C@H:9]([C:13]([OH:15])=O)[CH:10]([CH3:12])[CH3:11])([O:3][C:4]([CH3:7])([CH3:6])[CH3:5])=[O:2].C1CCC(N=C=NC2CCCCC2)CC1.Cl.Cl.[NH2:33][C:34]1[NH:35][C:36]2[NH:37][CH2:38][CH:39]([CH:45]([OH:49])[CH:46]([OH:48])[CH3:47])[NH:40][C:41]=2[C:42](=[O:44])[N:43]=1. The catalyst is C(Cl)Cl.N1C=CC=CC=1. The product is [C:4]([O:3][C:1](=[O:2])[NH:8][CH:9]([C:13]([N:40]1[CH:39]([CH:45]([OH:49])[CH:46]([OH:48])[CH3:47])[CH2:38][NH:37][C:36]2[NH:35][C:34]([NH2:33])=[N:43][C:42](=[O:44])[C:41]1=2)=[O:15])[CH:10]([CH3:11])[CH3:12])([CH3:5])([CH3:6])[CH3:7]. The yield is 0.760. (2) The reactants are C([N:8]([C@H:16]1[CH2:21][CH2:20][C@H:19]([C:22]([OH:25])([CH3:24])[CH3:23])[CH2:18][CH2:17]1)CC1C=CC=CC=1)C1C=CC=CC=1. The catalyst is [OH-].[Pd+2].[OH-].C(O)C. The product is [NH2:8][C@H:16]1[CH2:21][CH2:20][C@H:19]([C:22]([OH:25])([CH3:23])[CH3:24])[CH2:18][CH2:17]1. The yield is 0.370. (3) The reactants are [F:1][C:2]1[CH:3]=[C:4]2[C:8](=[CH:9][CH:10]=1)[NH:7][C:6](=[O:11])/[C:5]/2=[CH:12]\[C:13]1[NH:17][C:16]([CH3:18])=[C:15]([C:19]([OH:21])=O)[C:14]=1[CH3:22].CN(C)C=O.F[P-](F)(F)(F)(F)F.N1(O[P+](N(C)C)(N(C)C)N(C)C)C2C=CC=CC=2N=N1.[NH2:55][CH2:56][CH2:57][N:58]1[CH2:62][CH2:61][CH2:60][CH2:59]1. The catalyst is C(N(CC)CC)C. The product is [N:58]1([CH2:57][CH2:56][NH:55][C:19]([C:15]2[C:14]([CH3:22])=[C:13](/[CH:12]=[C:5]3\[C:6](=[O:11])[NH:7][C:8]4[C:4]\3=[CH:3][C:2]([F:1])=[CH:10][CH:9]=4)[NH:17][C:16]=2[CH3:18])=[O:21])[CH2:62][CH2:61][CH2:60][CH2:59]1. The yield is 0.770. (4) The reactants are [F:1][C:2]1[CH:7]=[C:6]([F:8])[CH:5]=[CH:4][C:3]=1[N:9]1[C:13]([C:14]2[S:23][C:22]3[C:21]4[N:24]=[C:25]([N:28]5[CH2:33][C@H:32]([CH3:34])[NH:31][C@H:30]([CH3:35])[CH2:29]5)[CH:26]=[CH:27][C:20]=4[O:19][CH2:18][CH2:17][C:16]=3[CH:15]=2)=[N:12][CH:11]=[N:10]1.Br[CH2:37][CH2:38][F:39].C(=O)([O-])[O-].[Cs+].[Cs+]. The catalyst is CN(C)C=O. The product is [F:1][C:2]1[CH:7]=[C:6]([F:8])[CH:5]=[CH:4][C:3]=1[N:9]1[C:13]([C:14]2[S:23][C:22]3[C:21]4[N:24]=[C:25]([N:28]5[CH2:33][C@H:32]([CH3:34])[N:31]([CH2:37][CH2:38][F:39])[C@H:30]([CH3:35])[CH2:29]5)[CH:26]=[CH:27][C:20]=4[O:19][CH2:18][CH2:17][C:16]=3[CH:15]=2)=[N:12][CH:11]=[N:10]1. The yield is 0.280. (5) The reactants are [Cl:1][C:2]1[CH:3]=[C:4]2[C:10]([C:11]3[N:16]=[C:15]([NH:17][C@H:18]4[CH2:22][CH2:21][N:20]([S:23]([CH3:26])(=[O:25])=[O:24])[CH2:19]4)[C:14]([F:27])=[CH:13][N:12]=3)=[CH:9][NH:8][C:5]2=[N:6][CH:7]=1.[CH:28]1(S(Cl)(=O)=O)[CH2:32]C[CH2:30][CH2:29]1. No catalyst specified. The product is [Cl:1][C:2]1[CH:3]=[C:4]2[C:10]([C:11]3[N:16]=[C:15]([NH:17][C@H:18]4[CH2:22][CH2:21][N:20]([S:23]([CH:26]5[CH2:30][CH2:29][CH2:28][CH2:32]5)(=[O:24])=[O:25])[CH2:19]4)[C:14]([F:27])=[CH:13][N:12]=3)=[CH:9][NH:8][C:5]2=[N:6][CH:7]=1. The yield is 0.200. (6) The reactants are [N+:1]([C:4]1[CH:9]=[CH:8][C:7]([C:10]2[C:14]([C:15]3[CH:20]=[CH:19][N:18]=[C:17]4[N:21]([S:32]([C:35]5[CH:40]=[CH:39][CH:38]=[CH:37][CH:36]=5)(=[O:34])=[O:33])[C:22]([C:24]5[CH:29]=[CH:28][CH:27]=[C:26]([CH:30]=O)[CH:25]=5)=[CH:23][C:16]=34)=[CH:13][N:12]([CH2:41][CH3:42])[N:11]=2)=[CH:6][CH:5]=1)([O-:3])=[O:2].[CH3:43][NH:44][CH3:45].C(O[BH-](OC(=O)C)OC(=O)C)(=O)C.[Na+]. The catalyst is O1CCCC1. The product is [N+:1]([C:4]1[CH:9]=[CH:8][C:7]([C:10]2[C:14]([C:15]3[CH:20]=[CH:19][N:18]=[C:17]4[N:21]([S:32]([C:35]5[CH:40]=[CH:39][CH:38]=[CH:37][CH:36]=5)(=[O:34])=[O:33])[C:22]([C:24]5[CH:29]=[CH:28][CH:27]=[C:26]([CH2:30][N:44]([CH3:45])[CH3:43])[CH:25]=5)=[CH:23][C:16]=34)=[CH:13][N:12]([CH2:41][CH3:42])[N:11]=2)=[CH:6][CH:5]=1)([O-:3])=[O:2]. The yield is 0.870. (7) The reactants are Cl.[Br:2][C:3]1[CH:4]=[C:5]2[C:9](=[CH:10][CH:11]=1)[CH2:8][C:7]1([CH2:16][CH2:15][C:14]([F:18])([F:17])[CH2:13][CH2:12]1)[C:6]2=[N:19]S(C(C)(C)C)=O.CCOCC. The catalyst is O1CCOCC1. The product is [Br:2][C:3]1[CH:4]=[C:5]2[C:9]([CH2:8][C:7]3([CH2:12][CH2:13][C:14]([F:17])([F:18])[CH2:15][CH2:16]3)[C:6]2=[NH:19])=[CH:10][CH:11]=1. The yield is 0.990. (8) The reactants are C([NH:8][C:9]1[C:10]([CH3:27])=[C:11]([CH3:26])[C:12]2[O:16][CH2:15][CH:14]([C:17]3[CH:22]=[CH:21][C:20]([CH3:23])=[CH:19][N:18]=3)[C:13]=2[C:24]=1[CH3:25])C1C=CC=CC=1. The catalyst is C(OCC)(=O)C.CCCCCC. The product is [CH3:25][C:24]1[C:13]2[CH:14]([C:17]3[CH:22]=[CH:21][C:20]([CH3:23])=[CH:19][N:18]=3)[CH2:15][O:16][C:12]=2[C:11]([CH3:26])=[C:10]([CH3:27])[C:9]=1[NH2:8]. The yield is 0.850. (9) The reactants are C(N(CC)CC)C.Cl.[F:9][C:10]1[CH:11]=[C:12]([CH:27]=[C:28]([C:30]2[CH:35]=[CH:34][N:33]=[CH:32][CH:31]=2)[CH:29]=1)/[CH:13]=[CH:14]/[C:15]1[CH:20]=[CH:19][C:18]([N:21]2[CH2:26][CH2:25][NH:24][CH2:23][CH2:22]2)=[CH:17][CH:16]=1.[CH:36]1([S:39](Cl)(=[O:41])=[O:40])[CH2:38][CH2:37]1. The catalyst is ClCCl. The product is [CH:36]1([S:39]([N:24]2[CH2:23][CH2:22][N:21]([C:18]3[CH:19]=[CH:20][C:15](/[CH:14]=[CH:13]/[C:12]4[CH:27]=[C:28]([C:30]5[CH:31]=[CH:32][N:33]=[CH:34][CH:35]=5)[CH:29]=[C:10]([F:9])[CH:11]=4)=[CH:16][CH:17]=3)[CH2:26][CH2:25]2)(=[O:41])=[O:40])[CH2:38][CH2:37]1. The yield is 0.150.